This data is from Catalyst prediction with 721,799 reactions and 888 catalyst types from USPTO. The task is: Predict which catalyst facilitates the given reaction. (1) Reactant: [O:1]=[C:2]([CH3:29])[CH2:3][CH2:4][CH2:5][S:6][C:7]1[N:8]([C:17]2[CH:22]=[CH:21][C:20]([O:23][CH2:24][C:25]([F:28])([F:27])[F:26])=[CH:19][CH:18]=2)[C:9](=[O:16])[C:10]2[NH:15][CH:14]=[CH:13][C:11]=2[N:12]=1.[CH3:30][Mg]Br.C(OCC)C.[Cl-].[NH4+]. Product: [OH:1][C:2]([CH3:30])([CH3:29])[CH2:3][CH2:4][CH2:5][S:6][C:7]1[N:8]([C:17]2[CH:22]=[CH:21][C:20]([O:23][CH2:24][C:25]([F:27])([F:26])[F:28])=[CH:19][CH:18]=2)[C:9](=[O:16])[C:10]2[NH:15][CH:14]=[CH:13][C:11]=2[N:12]=1. The catalyst class is: 7. (2) Reactant: [C:1]([NH:5][C:6]([C:8]1[C:16]2[C:11](=[N:12][CH:13]=[C:14]([NH:17][C:18]3[CH:19]=[N:20][C:21]([O:24][CH3:25])=[N:22][CH:23]=3)[N:15]=2)[N:10](COCC[Si](C)(C)C)[CH:9]=1)=[O:7])([CH3:4])([CH3:3])[CH3:2].FC(F)(F)C(O)=O. Product: [C:1]([NH:5][C:6]([C:8]1[C:16]2[C:11](=[N:12][CH:13]=[C:14]([NH:17][C:18]3[CH:19]=[N:20][C:21]([O:24][CH3:25])=[N:22][CH:23]=3)[N:15]=2)[NH:10][CH:9]=1)=[O:7])([CH3:4])([CH3:3])[CH3:2]. The catalyst class is: 4. (3) Reactant: [N+:1]1([O-])[C:10]2[C:5](=[CH:6][CH:7]=[CH:8][CH:9]=2)[CH:4]=[CH:3][CH:2]=1.[C:12]([O:18]C)(=O)[CH2:13][C:14]([CH3:16])=O.[NH2:20][NH2:21]. Product: [CH3:16][C:14]1=[N:20][NH:21][C:12](=[O:18])/[C:13]/1=[C:2]1\[NH:1][C:10]2[C:5]([CH:4]=[CH:3]\1)=[CH:6][CH:7]=[CH:8][CH:9]=2. The catalyst class is: 152. (4) Product: [CH:20]1[C:32]2[CH:31]([CH2:33][O:34][C:35]([NH:1][C:2]3[CH:10]=[CH:9][C:5]([C:6]([OH:8])=[O:7])=[C:4]([N+:11]([O-:13])=[O:12])[CH:3]=3)=[O:36])[C:30]3[C:25](=[CH:26][CH:27]=[CH:28][CH:29]=3)[C:24]=2[CH:23]=[CH:22][CH:21]=1. The catalyst class is: 6. Reactant: [NH2:1][C:2]1[CH:10]=[CH:9][C:5]([C:6]([OH:8])=[O:7])=[C:4]([N+:11]([O-:13])=[O:12])[CH:3]=1.C(=O)([O-])[O-].[Na+].[Na+].[CH:20]1[C:32]2[CH:31]([CH2:33][O:34][C:35](Cl)=[O:36])[C:30]3[C:25](=[CH:26][CH:27]=[CH:28][CH:29]=3)[C:24]=2[CH:23]=[CH:22][CH:21]=1.O1CCOCC1.